Predict the product of the given reaction. From a dataset of Forward reaction prediction with 1.9M reactions from USPTO patents (1976-2016). (1) Given the reactants [NH2:1][C@H:2]1[CH2:7][CH2:6][N:5]([CH2:8][CH2:9][N:10]2[C:19]3[C:14](=[C:15]([F:21])[CH:16]=[C:17]([F:20])[CH:18]=3)[CH:13]=[CH:12][C:11]2=[O:22])[CH2:4][C@H:3]1[O:23][CH3:24].[O:25]=[C:26]1[CH2:31][O:30][C:29]2[CH:32]=[CH:33][C:34]([CH:36]=O)=[N:35][C:28]=2[NH:27]1.C(O[BH-](OC(=O)C)OC(=O)C)(=O)C.[Na+].CO, predict the reaction product. The product is: [F:21][C:15]1[CH:16]=[C:17]([F:20])[CH:18]=[C:19]2[C:14]=1[CH:13]=[CH:12][C:11](=[O:22])[N:10]2[CH2:9][CH2:8][N:5]1[CH2:6][CH2:7][C@H:2]([NH:1][CH2:36][C:34]2[CH:33]=[CH:32][C:29]3[O:30][CH2:31][C:26](=[O:25])[NH:27][C:28]=3[N:35]=2)[C@H:3]([O:23][CH3:24])[CH2:4]1. (2) Given the reactants [F:1][C:2]1[CH:10]=[C:9]2[C:5]([C:6]([CH3:13])([CH3:12])[C:7](=[O:11])[NH:8]2)=[CH:4][C:3]=1[C:14]#[N:15].Br[C:17]1[CH:18]=[C:19]([Cl:28])[C:20]([O:23][CH2:24][CH:25]([CH3:27])[CH3:26])=[N:21][CH:22]=1.CNCCNC.C([O-])([O-])=O.[K+].[K+], predict the reaction product. The product is: [Cl:28][C:19]1[CH:18]=[C:17]([N:8]2[C:9]3[C:5](=[CH:4][C:3]([C:14]#[N:15])=[C:2]([F:1])[CH:10]=3)[C:6]([CH3:12])([CH3:13])[C:7]2=[O:11])[CH:22]=[N:21][C:20]=1[O:23][CH2:24][CH:25]([CH3:27])[CH3:26]. (3) The product is: [CH2:9]([C:3]([C:11]1[CH:16]=[CH:15][CH:14]=[C:13]([N+:17]([O-:19])=[O:18])[CH:12]=1)([CH:1]=[CH2:2])[CH2:4][C:5]([OH:7])=[O:6])[CH3:10]. Given the reactants [CH2:1]([C:3]([C:11]1[CH:16]=[CH:15][CH:14]=[C:13]([N+:17]([O-:19])=[O:18])[CH:12]=1)([CH:9]=[CH2:10])[CH2:4][C:5]([O:7]C)=[O:6])[CH3:2].[OH-].[Na+], predict the reaction product.